Task: Predict the reactants needed to synthesize the given product.. Dataset: Full USPTO retrosynthesis dataset with 1.9M reactions from patents (1976-2016) (1) The reactants are: Cl[C:2]1[CH:12]=[C:6]2[N:7]([CH3:11])[CH2:8][CH2:9][CH2:10][N:5]2[C:4](=[O:13])[N:3]=1.BrC[C:16]1[CH:21]=[CH:20][CH:19]=[C:18]([O:22][CH3:23])[CH:17]=1.[F:24][C:25]1[CH:26]=[C:27]([CH2:32][OH:33])[CH:28]=[CH:29][C:30]=1[F:31]. Given the product [F:24][C:25]1[CH:26]=[C:27]([CH:28]=[CH:29][C:30]=1[F:31])[CH2:32][O:33][C:2]1[CH:12]=[C:6]2[N:7]([CH2:11][C:20]3[CH:21]=[CH:16][CH:17]=[C:18]([O:22][CH3:23])[CH:19]=3)[CH2:8][CH2:9][CH2:10][N:5]2[C:4](=[O:13])[N:3]=1, predict the reactants needed to synthesize it. (2) Given the product [Cl:14][C:15]1[CH:16]=[C:17]([CH2:21][C:22]([NH:13][C@H:10]2[CH2:9][CH2:8][C@H:7]([C:1]3[CH:6]=[CH:5][CH:4]=[CH:3][CH:2]=3)[CH2:12][CH2:11]2)=[O:23])[CH:18]=[CH:19][CH:20]=1, predict the reactants needed to synthesize it. The reactants are: [C:1]1([C@H:7]2[CH2:12][CH2:11][C@H:10]([NH2:13])[CH2:9][CH2:8]2)[CH:6]=[CH:5][CH:4]=[CH:3][CH:2]=1.[Cl:14][C:15]1[CH:16]=[C:17]([CH2:21][C:22](O)=[O:23])[CH:18]=[CH:19][CH:20]=1. (3) Given the product [CH3:1][C:2]1[NH:3][C:4]2[C:9]([C:10]=1[CH3:11])=[CH:8][C:7]([NH:12][C:13]1[C:22]3[C:17](=[CH:18][C:19]([O:25][CH2:33][CH2:32][N:30]([CH2:29][CH2:28][O:27][CH3:26])[CH3:31])=[C:20]([O:23][CH3:24])[CH:21]=3)[N:16]=[CH:15][N:14]=1)=[CH:6][CH:5]=2, predict the reactants needed to synthesize it. The reactants are: [CH3:1][C:2]1[NH:3][C:4]2[C:9]([C:10]=1[CH3:11])=[CH:8][C:7]([NH:12][C:13]1[C:22]3[C:17](=[CH:18][C:19]([OH:25])=[C:20]([O:23][CH3:24])[CH:21]=3)[N:16]=[CH:15][N:14]=1)=[CH:6][CH:5]=2.[CH3:26][O:27][CH2:28][CH2:29][N:30]([CH2:32][CH2:33]O)[CH3:31]. (4) Given the product [CH3:18][N:15]1[C:14](=[O:19])[CH:13]=[C:12]([C:9]2[CH:10]=[CH:11][C:6]([O:5][CH2:4][CH2:3][CH2:2][N:20]3[CH2:25][CH2:24][CH2:23][CH2:22][CH2:21]3)=[CH:7][CH:8]=2)[CH:17]=[N:16]1, predict the reactants needed to synthesize it. The reactants are: Cl[CH2:2][CH2:3][CH2:4][O:5][C:6]1[CH:11]=[CH:10][C:9]([C:12]2[CH:17]=[N:16][N:15]([CH3:18])[C:14](=[O:19])[CH:13]=2)=[CH:8][CH:7]=1.[NH:20]1[CH2:25][CH2:24][CH2:23][CH2:22][CH2:21]1.